Dataset: Reaction yield outcomes from USPTO patents with 853,638 reactions. Task: Predict the reaction yield, written as a fraction of the theoretical maximum amount of product (1.0 means a 100% yield; for example, 0.34 means a 34% yield). (1) The reactants are Cl[C:2]1[N:7]=[CH:6][NH:5][C:4]2=[N:8][CH:9]=[CH:10][C:3]=12.C(N(CC)C(C)C)(C)C.[NH2:20][C@@H:21]1[C:29]2[C:24](=[CH:25][CH:26]=[CH:27][CH:28]=2)[CH2:23][CH2:22]1. The catalyst is C(O)CCC. The product is [C@@H:21]1([NH:20][C:2]2[C:3]3[CH:10]=[CH:9][NH:8][C:4]=3[N:5]=[CH:6][N:7]=2)[C:29]2[C:24](=[CH:25][CH:26]=[CH:27][CH:28]=2)[CH2:23][CH2:22]1. The yield is 0.800. (2) The reactants are [CH3:1][C:2]1[NH:6][N:5]=[C:4]([NH2:7])[CH:3]=1.[I-].[K+].C(C1C=C(C(C)C)C=C(C(C)C)C=1S(O[C:29]1[C:38]2[C:33](=[CH:34][C:35]([CH3:39])=[CH:36][CH:37]=2)[N:32]=[C:31]([C:40](=[O:48])[C:41]2[CH:46]=[CH:45][C:44]([F:47])=[CH:43][CH:42]=2)[N:30]=1)(=O)=O)(C)C.O. The catalyst is CC(N(C)C)=O. The product is [F:47][C:44]1[CH:43]=[CH:42][C:41]([C:40]([C:31]2[N:30]=[C:29]([NH:7][C:4]3[CH:3]=[C:2]([CH3:1])[NH:6][N:5]=3)[C:38]3[C:33](=[CH:34][C:35]([CH3:39])=[CH:36][CH:37]=3)[N:32]=2)=[O:48])=[CH:46][CH:45]=1. The yield is 0.140. (3) The reactants are C([O:8][C:9]1[CH:14]=[C:13]([C:15]([NH:17][CH2:18][CH3:19])=[O:16])[CH:12]=[CH:11][C:10]=1[N:20]1[C:24]([CH2:25][O:26][CH2:27][C:28]2[CH:33]=[CH:32][CH:31]=[CH:30][CH:29]=2)=[C:23]([C:34]([NH:36][CH:37]2[CH2:39][CH2:38]2)=[O:35])[N:22]=[N:21]1)C1C=CC=CC=1. The product is [CH2:27]([O:26][CH2:25][C:24]1[N:20]([C:10]2[CH:11]=[CH:12][C:13]([C:15]([NH:17][CH2:18][CH3:19])=[O:16])=[CH:14][C:9]=2[OH:8])[N:21]=[N:22][C:23]=1[C:34]([NH:36][CH:37]1[CH2:38][CH2:39]1)=[O:35])[C:28]1[CH:33]=[CH:32][CH:31]=[CH:30][CH:29]=1. The yield is 0.771. The catalyst is CO.[C].[Pd]. (4) The reactants are [O-]P([O-])([O-])=O.[K+].[K+].[K+].[CH2:9]([NH2:16])[C:10]1[CH:15]=[CH:14][CH:13]=[CH:12][CH:11]=1.I[C:18]1[CH:26]=[CH:25][CH:24]=[CH:23][C:19]=1[C:20]([OH:22])=[O:21].C(O)CO.Cl. The catalyst is [Cu]I.C(OCC)C.O.CC(O)C. The product is [CH2:9]([NH:16][C:18]1[CH:26]=[CH:25][CH:24]=[CH:23][C:19]=1[C:20]([OH:22])=[O:21])[C:10]1[CH:15]=[CH:14][CH:13]=[CH:12][CH:11]=1. The yield is 0.710. (5) The reactants are [Cl:1][C:2]1[CH:7]=[C:6](Cl)[C:5]([N+:9]([O-:11])=[O:10])=[CH:4][N:3]=1.C(N(CC)CC)C.O1CCCCC1[N:25]1[C:29]2[CH:30]=[CH:31][C:32]([C@@H:34]([NH2:36])[CH3:35])=[CH:33][C:28]=2[N:27]=[CH:26]1. The catalyst is O1CCCC1. The product is [NH:25]1[C:29]2[CH:30]=[CH:31][C:32]([C@@H:34]([NH:36][C:6]3[C:5]([N+:9]([O-:11])=[O:10])=[CH:4][N:3]=[C:2]([Cl:1])[CH:7]=3)[CH3:35])=[CH:33][C:28]=2[N:27]=[CH:26]1. The yield is 0.970.